From a dataset of Reaction yield outcomes from USPTO patents with 853,638 reactions. Predict the reaction yield, written as a fraction of the theoretical maximum amount of product (1.0 means a 100% yield; for example, 0.34 means a 34% yield). (1) The reactants are Cl[CH2:2][CH2:3][N:4]1[CH:8]=[C:7]([C:9]2[CH:10]=[C:11]3[C:15](=[C:16]([C:18]([NH2:20])=[O:19])[CH:17]=2)[NH:14][CH:13]=[C:12]3[CH:21]2[CH2:26][CH2:25][N:24]([S:27]([CH2:30][CH3:31])(=[O:29])=[O:28])[CH2:23][CH2:22]2)[CH:6]=[N:5]1.[CH3:32][NH:33][CH2:34][CH2:35][OH:36].[I-].[Na+]. The catalyst is O1CCCC1. The product is [CH2:30]([S:27]([N:24]1[CH2:25][CH2:26][CH:21]([C:12]2[C:11]3[C:15](=[C:16]([C:18]([NH2:20])=[O:19])[CH:17]=[C:9]([C:7]4[CH:6]=[N:5][N:4]([CH2:3][CH2:2][N:33]([CH2:34][CH2:35][OH:36])[CH3:32])[CH:8]=4)[CH:10]=3)[NH:14][CH:13]=2)[CH2:22][CH2:23]1)(=[O:29])=[O:28])[CH3:31]. The yield is 0.170. (2) The reactants are C([N-:4]C(C)C)(C)C.[Li+].[C:9]1(=[O:15])[CH2:14][CH2:13][CH2:12][CH2:11][CH2:10]1.[NH4+].[Cl-].[CH3:18][CH2:19][CH2:20][CH2:21][CH2:22]C.[CH2:24]1[CH2:28][O:27][CH2:26][CH2:25]1. No catalyst specified. The product is [C:22]([CH:21]([C:20]1[CH:25]=[CH:24][C:28]([O:27][CH3:26])=[CH:18][CH:19]=1)[C:9]1([OH:15])[CH2:14][CH2:13][CH2:12][CH2:11][CH2:10]1)#[N:4]. The yield is 0.807. (3) The reactants are [C@:1]12([CH2:11][S:12]([OH:15])(=[O:14])=[O:13])[C:8]([CH3:10])([CH3:9])[CH:5]([CH2:6][CH2:7]1)[CH2:4][C:2]2=[O:3].[NH:16]1[CH2:20][CH2:19][C@H:18](/[CH:21]=[CH:22]/[C:23]2[CH:24]=[N:25][CH:26]=[N:27][CH:28]=2)[CH2:17]1.CC(O)C. No catalyst specified. The product is [C@:1]12([CH2:11][S:12]([OH:15])(=[O:13])=[O:14])[C:8]([CH3:10])([CH3:9])[CH:5]([CH2:6][CH2:7]1)[CH2:4][C:2]2=[O:3].[NH:16]1[CH2:20][CH2:19][C@H:18](/[CH:21]=[CH:22]/[C:23]2[CH:28]=[N:27][CH:26]=[N:25][CH:24]=2)[CH2:17]1. The yield is 0.632.